This data is from Tox21: 12 toxicity assays (nuclear receptors and stress response pathways). The task is: Binary classification across 12 toxicity assays. (1) The compound is CCOC(=O)C(C)Oc1ccc(Oc2nc3ccc(Cl)cc3o2)cc1. It tested positive (active) for: NR-ER (Estrogen Receptor agonist activity), and SR-ARE (Antioxidant Response Element (oxidative stress)). (2) The molecule is CO/C=C(/C(=O)OC)c1ccccc1Oc1cc(Oc2ccccc2C#N)ncn1. It tested positive (active) for: SR-ARE (Antioxidant Response Element (oxidative stress)). (3) The molecule is CCCCC(CC)COC(=O)CC(C(=O)OCC(CC)CCCC)S(=O)(=O)[O-]. It tested positive (active) for: NR-AR-LBD (Androgen Receptor Ligand Binding Domain agonist), NR-ER (Estrogen Receptor agonist activity), and SR-ARE (Antioxidant Response Element (oxidative stress)). (4) The drug is CC(=O)C=Cc1ccc2c(c1)OCO2. It tested positive (active) for: NR-AhR (Aryl hydrocarbon Receptor agonist activity).